This data is from Forward reaction prediction with 1.9M reactions from USPTO patents (1976-2016). The task is: Predict the product of the given reaction. (1) Given the reactants ClC(Cl)(Cl)C([C:5]1[N:9]2[C:10]([CH2:14][N:15]([C:32](OC(C)(C)C)=[O:33])[C:16]3[CH:21]=[CH:20][C:19]([CH2:22][CH2:23][NH:24][S:25]([C:28]([F:31])([F:30])[F:29])(=[O:27])=[O:26])=[CH:18][CH:17]=3)=[CH:11][CH:12]=[CH:13][C:8]2=[N:7][CH:6]=1)=O.C[Si](I)(C)C.C(=O)([O-])O.[Na+], predict the reaction product. The product is: [F:29][C:28]([F:31])([F:30])[S:25]([NH:24][CH2:23][CH2:22][C:19]1[CH:18]=[CH:17][C:16]([N:15]2[CH2:14][C:10]3[N:9]4[C:5](=[CH:6][N:7]=[C:8]4[CH:13]=[CH:12][CH:11]=3)[C:32]2=[O:33])=[CH:21][CH:20]=1)(=[O:27])=[O:26]. (2) Given the reactants Br[C:2]1[CH:22]=[C:5]2[S:6][CH:7]=[C:8]([C:9]3[C:14]([O:15][CH3:16])=[CH:13][C:12]([CH2:17][O:18][CH3:19])=[CH:11][C:10]=3[O:20][CH3:21])[N:4]2[N:3]=1.[CH3:23][S:24]([O-:26])=[O:25].[Na+].N1CCC[C@H]1C(O)=O.[OH-].[Na+], predict the reaction product. The product is: [CH3:21][O:20][C:10]1[CH:11]=[C:12]([CH2:17][O:18][CH3:19])[CH:13]=[C:14]([O:15][CH3:16])[C:9]=1[C:8]1[N:4]2[N:3]=[C:2]([S:24]([CH3:23])(=[O:26])=[O:25])[CH:22]=[C:5]2[S:6][CH:7]=1. (3) Given the reactants [CH3:1][N:2]([CH3:12])[C:3]1[CH:4]=[C:5]([C:9](=O)[CH3:10])[CH:6]=[CH:7][CH:8]=1.[O-:13][CH2:14][CH3:15].[Na+].Cl.[NH:18]([C:20]1[CH:21]=[CH:22][C:23]([O:26][CH3:27])=[N:24][CH:25]=1)[NH2:19].[CH2:28]([OH:30])[CH3:29], predict the reaction product. The product is: [CH3:1][N:2]([CH3:12])[C:3]1[CH:4]=[C:5]([C:9]2[N:18]([C:20]3[CH:25]=[N:24][C:23]([O:26][CH3:27])=[CH:22][CH:21]=3)[N:19]=[C:15]([C:14]([O:30][CH2:28][CH3:29])=[O:13])[CH:10]=2)[CH:6]=[CH:7][CH:8]=1. (4) Given the reactants Br[C:2]1[CH:10]=[C:9]2[C:5]([C:6]([CH2:18][CH3:19])=[N:7][N:8]2[C:11]2[CH:16]=[CH:15][C:14]([F:17])=[CH:13][CH:12]=2)=[CH:4][CH:3]=1.[CH2:20]([O:22][C:23]([CH:25]1[CH2:30][CH2:29][C:28](=[O:31])[CH2:27][CH2:26]1)=[O:24])[CH3:21], predict the reaction product. The product is: [CH2:20]([O:22][C:23]([CH:25]1[CH2:30][CH2:29][C:28]([C:2]2[CH:10]=[C:9]3[C:5]([C:6]([CH2:18][CH3:19])=[N:7][N:8]3[C:11]3[CH:16]=[CH:15][C:14]([F:17])=[CH:13][CH:12]=3)=[CH:4][CH:3]=2)([OH:31])[CH2:27][CH2:26]1)=[O:24])[CH3:21]. (5) The product is: [N:18]1([C:2]2[C:3]([N+:9]([O-:11])=[O:10])=[C:4]([CH:6]=[CH:7][CH:8]=2)[NH2:5])[CH2:23][CH2:22][O:21][CH2:20][CH2:19]1. Given the reactants Cl[C:2]1[C:3]([N+:9]([O-:11])=[O:10])=[C:4]([CH:6]=[CH:7][CH:8]=1)[NH2:5].C(=O)([O-])[O-].[K+].[K+].[NH:18]1[CH2:23][CH2:22][O:21][CH2:20][CH2:19]1, predict the reaction product.